From a dataset of NCI-60 drug combinations with 297,098 pairs across 59 cell lines. Regression. Given two drug SMILES strings and cell line genomic features, predict the synergy score measuring deviation from expected non-interaction effect. Drug 1: C1=NC2=C(N=C(N=C2N1C3C(C(C(O3)CO)O)F)Cl)N. Drug 2: C1=CC=C(C=C1)NC(=O)CCCCCCC(=O)NO. Cell line: KM12. Synergy scores: CSS=7.88, Synergy_ZIP=-1.62, Synergy_Bliss=1.95, Synergy_Loewe=-4.06, Synergy_HSA=-0.609.